The task is: Predict the reactants needed to synthesize the given product.. This data is from Full USPTO retrosynthesis dataset with 1.9M reactions from patents (1976-2016). (1) Given the product [F:1][C:2]1[CH:3]=[CH:4][C:5]([CH2:6][CH:7]2[CH2:13][N:12]([CH2:24][CH2:25][C:26]([OH:28])=[O:27])[CH2:11][CH2:10][CH2:9][O:8]2)=[CH:14][CH:15]=1, predict the reactants needed to synthesize it. The reactants are: [F:1][C:2]1[CH:15]=[CH:14][C:5]([CH2:6][CH:7]2[CH2:13][NH:12][CH2:11][CH2:10][CH2:9][O:8]2)=[CH:4][CH:3]=1.C(N(CC)CC)C.Br[CH2:24][CH2:25][C:26]([OH:28])=[O:27]. (2) Given the product [C:1]([C:5]1[C:6]([CH:16]([NH:18][CH2:19][CH3:20])[CH3:17])=[C:7]([OH:15])[CH:8]=[C:9]([C:11]([CH3:13])([CH3:12])[CH3:14])[CH:10]=1)([CH3:2])([CH3:3])[CH3:4], predict the reactants needed to synthesize it. The reactants are: [C:1]([C:5]1[CH:10]=[C:9]([C:11]([CH3:14])([CH3:13])[CH3:12])[CH:8]=[C:7]([OH:15])[C:6]=1[CH:16]([NH:18][C:19](=O)[CH3:20])[CH3:17])([CH3:4])([CH3:3])[CH3:2].[H-].[Al+3].[Li+].[H-].[H-].[H-]. (3) Given the product [Cl:10][C:11]1[CH:16]=[C:15]([N+:6]([O-:9])=[O:7])[C:14]([F:17])=[CH:13][C:12]=1[CH3:18], predict the reactants needed to synthesize it. The reactants are: S(=O)(=O)(O)O.[N+:6]([O-:9])(O)=[O:7].[Cl:10][C:11]1[CH:16]=[CH:15][C:14]([F:17])=[CH:13][C:12]=1[CH3:18].